From a dataset of NCI-60 drug combinations with 297,098 pairs across 59 cell lines. Regression. Given two drug SMILES strings and cell line genomic features, predict the synergy score measuring deviation from expected non-interaction effect. (1) Drug 1: CC1C(C(CC(O1)OC2CC(OC(C2O)C)OC3=CC4=CC5=C(C(=O)C(C(C5)C(C(=O)C(C(C)O)O)OC)OC6CC(C(C(O6)C)O)OC7CC(C(C(O7)C)O)OC8CC(C(C(O8)C)O)(C)O)C(=C4C(=C3C)O)O)O)O. Drug 2: C(CCl)NC(=O)N(CCCl)N=O. Cell line: NCIH23. Synergy scores: CSS=56.3, Synergy_ZIP=0.551, Synergy_Bliss=2.62, Synergy_Loewe=0.0980, Synergy_HSA=0.558. (2) Drug 1: CC1=C2C(C(=O)C3(C(CC4C(C3C(C(C2(C)C)(CC1OC(=O)C(C(C5=CC=CC=C5)NC(=O)C6=CC=CC=C6)O)O)OC(=O)C7=CC=CC=C7)(CO4)OC(=O)C)O)C)OC(=O)C. Drug 2: C(CC(=O)O)C(=O)CN.Cl. Cell line: SNB-19. Synergy scores: CSS=34.5, Synergy_ZIP=-3.23, Synergy_Bliss=-3.91, Synergy_Loewe=-21.7, Synergy_HSA=-3.23. (3) Drug 1: COC1=NC(=NC2=C1N=CN2C3C(C(C(O3)CO)O)O)N. Drug 2: B(C(CC(C)C)NC(=O)C(CC1=CC=CC=C1)NC(=O)C2=NC=CN=C2)(O)O. Cell line: DU-145. Synergy scores: CSS=9.73, Synergy_ZIP=-4.29, Synergy_Bliss=-6.62, Synergy_Loewe=-34.2, Synergy_HSA=-7.89. (4) Drug 1: C1CNP(=O)(OC1)N(CCCl)CCCl. Drug 2: CC1CCCC2(C(O2)CC(NC(=O)CC(C(C(=O)C(C1O)C)(C)C)O)C(=CC3=CSC(=N3)C)C)C. Cell line: SN12C. Synergy scores: CSS=37.1, Synergy_ZIP=4.10, Synergy_Bliss=3.14, Synergy_Loewe=-26.6, Synergy_HSA=-2.28. (5) Drug 1: CN1CCC(CC1)COC2=C(C=C3C(=C2)N=CN=C3NC4=C(C=C(C=C4)Br)F)OC. Drug 2: C1=CC(=C2C(=C1NCCNCCO)C(=O)C3=C(C=CC(=C3C2=O)O)O)NCCNCCO. Cell line: SNB-19. Synergy scores: CSS=66.7, Synergy_ZIP=13.7, Synergy_Bliss=14.0, Synergy_Loewe=-3.20, Synergy_HSA=14.8. (6) Drug 1: C1CC(C1)(C(=O)O)C(=O)O.[NH2-].[NH2-].[Pt+2]. Drug 2: CC12CCC3C(C1CCC2OP(=O)(O)O)CCC4=C3C=CC(=C4)OC(=O)N(CCCl)CCCl.[Na+]. Cell line: SK-MEL-28. Synergy scores: CSS=19.9, Synergy_ZIP=-1.76, Synergy_Bliss=2.89, Synergy_Loewe=1.27, Synergy_HSA=2.86. (7) Drug 1: C1=CN(C(=O)N=C1N)C2C(C(C(O2)CO)O)O.Cl. Drug 2: CCCCCOC(=O)NC1=NC(=O)N(C=C1F)C2C(C(C(O2)C)O)O. Cell line: HCT-15. Synergy scores: CSS=-2.99, Synergy_ZIP=2.09, Synergy_Bliss=0.0274, Synergy_Loewe=-2.51, Synergy_HSA=-3.22.